Dataset: Full USPTO retrosynthesis dataset with 1.9M reactions from patents (1976-2016). Task: Predict the reactants needed to synthesize the given product. Given the product [CH3:24][C:16]1[CH:17]=[CH:18][C:19]([N+:21]([O-:23])=[O:22])=[CH:20][C:15]=1[NH:14][C:10]1[N:9]=[C:8]([C:4]2[CH:5]=[N:6][CH:7]=[C:2]([N:25]3[CH2:29][CH2:28][CH2:27][CH2:26]3)[CH:3]=2)[CH:13]=[CH:12][N:11]=1, predict the reactants needed to synthesize it. The reactants are: Br[C:2]1[CH:3]=[C:4]([C:8]2[CH:13]=[CH:12][N:11]=[C:10]([NH:14][C:15]3[CH:20]=[C:19]([N+:21]([O-:23])=[O:22])[CH:18]=[CH:17][C:16]=3[CH3:24])[N:9]=2)[CH:5]=[N:6][CH:7]=1.[NH:25]1[CH2:29][CH2:28][CH2:27][CH2:26]1.[O-]P([O-])([O-])=O.[K+].[K+].[K+].